From a dataset of Forward reaction prediction with 1.9M reactions from USPTO patents (1976-2016). Predict the product of the given reaction. (1) Given the reactants [C:1]([C:3]1[CH:8]=[CH:7][CH:6]=[CH:5][C:4]=1[S:9]([Cl:12])(=[O:11])=[O:10])#[N:2].[CH3:13][N:14]1[CH2:19][CH2:18][NH:17][CH2:16][CH2:15]1.Cl.NCC1C=CC=CC=1S(N(C(C)(C)C)C)(=O)=O, predict the reaction product. The product is: [ClH:12].[CH3:13][N:14]1[CH2:19][CH2:18][N:17]([S:9]([C:4]2[CH:5]=[CH:6][CH:7]=[CH:8][C:3]=2[CH2:1][NH2:2])(=[O:11])=[O:10])[CH2:16][CH2:15]1. (2) Given the reactants [CH:1]1[N:5]=[CH:4][NH:3][C:2]=1/[CH:6]=[CH:7]/[C:8]([OH:10])=[O:9].CO, predict the reaction product. The product is: [NH:3]1[C:2]([CH2:6][CH2:7][C:8]([OH:10])=[O:9])=[CH:1][N:5]=[CH:4]1.